This data is from Forward reaction prediction with 1.9M reactions from USPTO patents (1976-2016). The task is: Predict the product of the given reaction. (1) Given the reactants [NH2:1][CH:2]([C:4]1[CH:9]=[CH:8][C:7]([C:10]2[C:11]3[C:12]4[CH:24]=[CH:23][S:22][C:13]=4[C:14](=[O:21])[NH:15][C:16]=3[CH:17]=[CH:18][C:19]=2[OH:20])=[CH:6][CH:5]=1)[CH3:3].[CH3:25][S:26](Cl)(=[O:28])=[O:27].C(N(CC)C(C)C)(C)C, predict the reaction product. The product is: [OH:20][C:19]1[CH:18]=[CH:17][C:16]2[NH:15][C:14](=[O:21])[C:13]3[S:22][CH:23]=[CH:24][C:12]=3[C:11]=2[C:10]=1[C:7]1[CH:6]=[CH:5][C:4]([CH:2]([NH:1][S:26]([CH3:25])(=[O:28])=[O:27])[CH3:3])=[CH:9][CH:8]=1. (2) Given the reactants Cl.[F:2][C:3]([F:7])([CH3:6])[CH2:4][NH2:5].C1N=CN([C:13](N2C=NC=C2)=[O:14])C=1.[CH2:20]([C@@H:22]1[CH2:26][NH:25][CH2:24][C@@H:23]1[C:27]1[N:31]2[C:32]3[CH:38]=[CH:37][N:36]([S:39]([C:42]4[CH:48]=[CH:47][C:45]([CH3:46])=[CH:44][CH:43]=4)(=[O:41])=[O:40])[C:33]=3[N:34]=[CH:35][C:30]2=[N:29][CH:28]=1)[CH3:21].C([O-])(O)=O.[Na+], predict the reaction product. The product is: [F:2][C:3]([F:7])([CH3:6])[CH2:4][NH:5][C:13]([N:25]1[CH2:24][C@H:23]([C:27]2[N:31]3[C:32]4[CH:38]=[CH:37][N:36]([S:39]([C:42]5[CH:43]=[CH:44][C:45]([CH3:46])=[CH:47][CH:48]=5)(=[O:40])=[O:41])[C:33]=4[N:34]=[CH:35][C:30]3=[N:29][CH:28]=2)[C@H:22]([CH2:20][CH3:21])[CH2:26]1)=[O:14]. (3) Given the reactants [CH:1]1([C:4]2[O:8][N:7]=[C:6]([C:9]3[CH:14]=[CH:13][CH:12]=[CH:11][C:10]=3[O:15][C:16]([F:19])([F:18])[F:17])[C:5]=2[CH2:20][O:21][CH:22]2[CH2:28][CH:27]3[N:29]([C:30]4[S:31][C:32]5[CH:38]=[C:37]([C:39](O)=[O:40])[CH:36]=[CH:35][C:33]=5[N:34]=4)[CH:24]([CH2:25][CH2:26]3)[CH2:23]2)[CH2:3][CH2:2]1.CN1CCOCC1.ClC1N=C(OC)N=C(OC)N=1.[NH2:60][CH2:61][CH2:62][S:63]([OH:66])(=[O:65])=[O:64], predict the reaction product. The product is: [CH:1]1([C:4]2[O:8][N:7]=[C:6]([C:9]3[CH:14]=[CH:13][CH:12]=[CH:11][C:10]=3[O:15][C:16]([F:18])([F:19])[F:17])[C:5]=2[CH2:20][O:21][CH:22]2[CH2:23][CH:24]3[N:29]([C:30]4[S:31][C:32]5[CH:38]=[C:37]([C:39]([NH:60][CH2:61][CH2:62][S:63]([OH:66])(=[O:65])=[O:64])=[O:40])[CH:36]=[CH:35][C:33]=5[N:34]=4)[CH:27]([CH2:26][CH2:25]3)[CH2:28]2)[CH2:3][CH2:2]1. (4) Given the reactants [OH:1][C:2]1[CH:7]=[CH:6][C:5]([C:8]([C:10]2[CH:15]=[CH:14][C:13]([OH:16])=[CH:12][CH:11]=2)=O)=[CH:4][CH:3]=1.[CH3:17][O:18][C:19]1[CH:24]=[CH:23][C:22]([C:25](=O)[CH2:26][CH3:27])=[CH:21][C:20]=1[O:29][CH2:30][C:31]([O:33][CH2:34][CH3:35])=[O:32], predict the reaction product. The product is: [CH2:26]([C:25]([C:22]1[CH:23]=[CH:24][C:19]([O:18][CH3:17])=[C:20]([O:29][CH2:30][C:31]([O:33][CH2:34][CH3:35])=[O:32])[CH:21]=1)=[C:8]([C:10]1[CH:15]=[CH:14][C:13]([OH:16])=[CH:12][CH:11]=1)[C:5]1[CH:6]=[CH:7][C:2]([OH:1])=[CH:3][CH:4]=1)[CH3:27]. (5) Given the reactants CO.Cl[C:4]1[CH:5]=[CH:6][C:7]([N+:10]([O-:12])=[O:11])=[N:8][CH:9]=1.[CH3:13][S-:14].[Na+], predict the reaction product. The product is: [CH3:13][S:14][C:4]1[CH:5]=[CH:6][C:7]([N+:10]([O-:12])=[O:11])=[N:8][CH:9]=1. (6) Given the reactants [NH2:1][C:2]1[N:7]=[C:6]([C:8]([OH:10])=O)[CH:5]=[CH:4][CH:3]=1.Cl.[CH3:12][NH:13][O:14][CH3:15].ON1C2C=CC=CC=2N=N1.C(N(CC)C(C)C)(C)C, predict the reaction product. The product is: [NH2:1][C:2]1[N:7]=[C:6]([C:8]([N:13]([O:14][CH3:15])[CH3:12])=[O:10])[CH:5]=[CH:4][CH:3]=1. (7) The product is: [Br:1][C:2]1[CH:3]=[CH:4][C:5]2[S:9](=[O:10])(=[O:11])[N:8]([CH2:20][CH3:21])[CH2:7][C:6]=2[CH:12]=1. Given the reactants [Br:1][C:2]1[CH:3]=[CH:4][C:5]2[S:9](=[O:11])(=[O:10])[NH:8][CH2:7][C:6]=2[CH:12]=1.C(=O)([O-])[O-].[K+].[K+].I[CH2:20][CH3:21].O, predict the reaction product. (8) Given the reactants C(O[C:4](=[O:21])[CH2:5][C:6]([CH:8]1[CH2:13][CH2:12][N:11]([C:14]([O:16][C:17]([CH3:20])([CH3:19])[CH3:18])=[O:15])[CH2:10][CH2:9]1)=O)C.[F:22][C:23]1[CH:31]=[C:30]([F:32])[CH:29]=[C:28]2[C:24]=1[C:25]([NH2:33])=[N:26][NH:27]2.P([O-])([O-])([O-])=O.[K+].[K+].[K+], predict the reaction product. The product is: [F:32][C:30]1[CH:31]=[C:23]([F:22])[C:24]2[C:28]([CH:29]=1)=[N:27][N:26]1[C:4](=[O:21])[CH:5]=[C:6]([CH:8]3[CH2:9][CH2:10][N:11]([C:14]([O:16][C:17]([CH3:18])([CH3:19])[CH3:20])=[O:15])[CH2:12][CH2:13]3)[NH:33][C:25]=21. (9) Given the reactants [Cl:1][C:2]1[CH:3]=[N:4][C:5]([O:11][CH2:12][C:13]2[CH:18]=[CH:17][CH:16]=[CH:15][C:14]=2[Cl:19])=[C:6]([CH:10]=1)[C:7]([OH:9])=O.ClC1C=CC(COC2C=CC(F)=CC=2F)=C(C=1)C([NH:28][C@H:29]([C:31]1[CH:40]=[CH:39][C:34]([C:35]([O:37][CH3:38])=[O:36])=[CH:33][CH:32]=1)[CH3:30])=O, predict the reaction product. The product is: [Cl:1][C:2]1[CH:10]=[C:6]([C:7]([NH:28][C@H:29]([C:31]2[CH:40]=[CH:39][C:34]([C:35]([O:37][CH3:38])=[O:36])=[CH:33][CH:32]=2)[CH3:30])=[O:9])[C:5]([O:11][CH2:12][C:13]2[CH:18]=[CH:17][CH:16]=[CH:15][C:14]=2[Cl:19])=[N:4][CH:3]=1.